From a dataset of Full USPTO retrosynthesis dataset with 1.9M reactions from patents (1976-2016). Predict the reactants needed to synthesize the given product. (1) Given the product [Br:1][C:2]1[N:7]=[C:6]([NH2:8])[C:5]([O:11][CH3:12])=[CH:4][CH:3]=1, predict the reactants needed to synthesize it. The reactants are: [Br:1][C:2]1[N:7]=[C:6]([N+:8]([O-])=O)[C:5]([O:11][CH3:12])=[CH:4][CH:3]=1.[Cl-].[NH4+]. (2) Given the product [F:1][C:2]1[C:7]([F:8])=[CH:6][CH:5]=[CH:4][C:3]=1[C@:9]12[CH2:17][O:16][C@H:15]([CH:18]=[O:19])[C@H:14]1[CH2:13][S:12][C:11]([NH:20][C:21](=[O:28])[C:22]1[CH:23]=[CH:24][CH:25]=[CH:26][CH:27]=1)=[N:10]2, predict the reactants needed to synthesize it. The reactants are: [F:1][C:2]1[C:7]([F:8])=[CH:6][CH:5]=[CH:4][C:3]=1[C@:9]12[CH2:17][O:16][C@H:15]([CH2:18][OH:19])[C@H:14]1[CH2:13][S:12][C:11]([NH:20][C:21](=[O:28])[C:22]1[CH:27]=[CH:26][CH:25]=[CH:24][CH:23]=1)=[N:10]2.CC(OI1(OC(C)=O)(OC(C)=O)OC(=O)C2C1=CC=CC=2)=O.C([O-])(O)=O.[Na+]. (3) Given the product [Cl:1][C:2]1[CH:3]=[CH:4][C:5]2[N:6]([C:8]([C:17]3[CH:18]=[CH:19][C:14]([C:13]([F:24])([F:23])[F:12])=[CH:15][CH:16]=3)=[CH:9][N:10]=2)[N:7]=1, predict the reactants needed to synthesize it. The reactants are: [Cl:1][C:2]1[CH:3]=[CH:4][C:5]2[N:6]([C:8](I)=[CH:9][N:10]=2)[N:7]=1.[F:12][C:13]([F:24])([F:23])[C:14]1[CH:19]=[CH:18][C:17](B(O)O)=[CH:16][CH:15]=1.[O-]P([O-])([O-])=O.[K+].[K+].[K+]. (4) Given the product [CH:21]1[C:11]2[C:10](=[C:9]([NH:19][C:15](=[O:17])/[CH:14]=[C:13](/[C:10]3[CH:9]=[CH:8][C:7]([N:1]4[CH2:2][CH2:3][CH2:4][CH2:5][CH2:6]4)=[CH:12][CH:11]=3)\[CH3:18])[CH:8]=[CH:7][CH:12]=2)[CH:13]=[CH:24][N:22]=1, predict the reactants needed to synthesize it. The reactants are: [N:1]1([C:7]2[CH:12]=[CH:11][C:10](/[C:13](/[CH3:18])=[CH:14]/[C:15]([OH:17])=O)=[CH:9][CH:8]=2)[CH2:6][CH2:5][CH2:4][CH2:3][CH2:2]1.[NH3:19].Cl.[CH3:21][N:22]([CH:24]=O)C.